Regression. Given two drug SMILES strings and cell line genomic features, predict the synergy score measuring deviation from expected non-interaction effect. From a dataset of Merck oncology drug combination screen with 23,052 pairs across 39 cell lines. (1) Drug 1: N.N.O=C(O)C1(C(=O)O)CCC1.[Pt]. Drug 2: CC(C)CC(NC(=O)C(Cc1ccccc1)NC(=O)c1cnccn1)B(O)O. Cell line: SKMEL30. Synergy scores: synergy=-1.49. (2) Drug 1: CS(=O)(=O)CCNCc1ccc(-c2ccc3ncnc(Nc4ccc(OCc5cccc(F)c5)c(Cl)c4)c3c2)o1. Drug 2: CC1(c2nc3c(C(N)=O)cccc3[nH]2)CCCN1. Cell line: EFM192B. Synergy scores: synergy=14.1. (3) Drug 1: CC1CC2C3CCC4=CC(=O)C=CC4(C)C3(F)C(O)CC2(C)C1(O)C(=O)CO. Drug 2: C=CCn1c(=O)c2cnc(Nc3ccc(N4CCN(C)CC4)cc3)nc2n1-c1cccc(C(C)(C)O)n1. Cell line: HT29. Synergy scores: synergy=11.0. (4) Drug 1: NC(=O)c1cccc2cn(-c3ccc(C4CCCNC4)cc3)nc12. Drug 2: CCc1c2c(nc3ccc(O)cc13)-c1cc3c(c(=O)n1C2)COC(=O)C3(O)CC. Cell line: MDAMB436. Synergy scores: synergy=20.4. (5) Drug 1: O=c1[nH]cc(F)c(=O)[nH]1. Drug 2: Cn1nnc2c(C(N)=O)ncn2c1=O. Cell line: A375. Synergy scores: synergy=-16.0. (6) Drug 1: CCC1(O)CC2CN(CCc3c([nH]c4ccccc34)C(C(=O)OC)(c3cc4c(cc3OC)N(C)C3C(O)(C(=O)OC)C(OC(C)=O)C5(CC)C=CCN6CCC43C65)C2)C1. Drug 2: CC(C)CC(NC(=O)C(Cc1ccccc1)NC(=O)c1cnccn1)B(O)O. Cell line: UACC62. Synergy scores: synergy=-29.5.